From a dataset of Forward reaction prediction with 1.9M reactions from USPTO patents (1976-2016). Predict the product of the given reaction. (1) The product is: [O:55]1[C:52]2[CH:59]=[CH:60][C:61]([CH2:16][N:17]([CH:25]3[CH2:26][CH2:27][N:28]([CH2:31][CH2:32][N:33]4[C:42]5[C:37](=[CH:38][CH:39]=[CH:40][CH:41]=5)[C:36]([C:25]5[CH:30]=[CH:1][N:2]=[CH:5][CH:26]=5)=[CH:35][C:34]4=[O:51])[CH2:29][CH2:30]3)[C:18](=[O:24])[O:19][C:20]([CH3:22])([CH3:21])[CH3:23])=[CH:62][C:63]=2[O:19][CH2:20][CH2:21]1. Given the reactants [CH3:1][N:2]([CH3:5])C=O.O1C2C=CC([CH2:16][N:17]([CH:25]3[CH2:30][CH2:29][N:28]([CH2:31][CH2:32][N:33]4[C:42]5[C:37](=[CH:38][CH:39]=[CH:40][CH:41]=5)[C:36](OS(C(F)(F)F)(=O)=O)=[CH:35][C:34]4=[O:51])[CH2:27][CH2:26]3)[C:18](=[O:24])[O:19][C:20]([CH3:23])([CH3:22])[CH3:21])=CC=2OCC1.[C:52](=[O:55])([O-])[O-].[Na+].[Na+].N1[CH:63]=[CH:62][C:61](B(O)O)=[CH:60][CH:59]=1, predict the reaction product. (2) Given the reactants Cl[C:2]1[CH:3]=[C:4]([CH:6]=[CH:7][C:8]=1OCC1C=NC=CN=1)[NH2:5].F[C:18]1[CH:23]=[CH:22][C:21]([N+:24]([O-:26])=[O:25])=[CH:20][CH:19]=1.[S:27]1[CH:31]=[CH:30][N:29]=[C:28]1[SH:32], predict the reaction product. The product is: [N+:24]([C:21]1[CH:22]=[CH:23][C:18]([S:32][C:28]2[S:27][CH:31]=[CH:30][N:29]=2)=[CH:19][CH:20]=1)([O-:26])=[O:25].[S:27]1[CH:31]=[CH:30][N:29]=[C:28]1[S:32][C:8]1[CH:2]=[CH:3][C:4]([NH2:5])=[CH:6][CH:7]=1.